From a dataset of Forward reaction prediction with 1.9M reactions from USPTO patents (1976-2016). Predict the product of the given reaction. Given the reactants [N+:1]([C:4]1[C:5]([C:14]([O:16]C)=O)=[N:6][N:7]2[CH2:12][CH2:11][CH2:10][C:9](=[O:13])[C:8]=12)([O-:3])=[O:2].[NH3:18].CO, predict the reaction product. The product is: [N+:1]([C:4]1[C:5]([C:14]([NH2:18])=[O:16])=[N:6][N:7]2[CH2:12][CH2:11][CH2:10][C:9](=[O:13])[C:8]=12)([O-:3])=[O:2].